Predict the reaction yield, written as a fraction of the theoretical maximum amount of product (1.0 means a 100% yield; for example, 0.34 means a 34% yield). From a dataset of Reaction yield outcomes from USPTO patents with 853,638 reactions. (1) The yield is 0.690. The reactants are [Si]([O:8][CH2:9][CH2:10][CH2:11][C:12]1[S:16][C:15]([CH:17]=[O:18])=[CH:14][CH:13]=1)(C(C)(C)C)(C)C.O. The product is [OH:8][CH2:9][CH2:10][CH2:11][C:12]1[S:16][C:15]([CH:17]=[O:18])=[CH:14][CH:13]=1. The catalyst is CO.O. (2) The reactants are [C:1]([NH:4][CH:5]([CH2:9][C:10]1[C:19]2[C:14](=[CH:15][CH:16]=[CH:17][CH:18]=2)[C:13]([NH2:20])=[CH:12][CH:11]=1)[C:6]([OH:8])=O)(=[O:3])[CH3:2].Cl.CN(C)CCCN=C=NCC.O.O[N:35]1[C:39]2C=[CH:41][CH:42]=[CH:43][C:38]=2N=N1.C(N)CCCC. The catalyst is CN(C)C=O.O.C(N(CC)CC)C. The product is [C:1]([NH:4][CH:5]([CH2:9][C:10]1[C:19]2[C:14](=[CH:15][CH:16]=[CH:17][CH:18]=2)[C:13]([NH2:20])=[CH:12][CH:11]=1)[C:6]([NH:35][CH2:39][CH2:38][CH2:43][CH2:42][CH3:41])=[O:8])(=[O:3])[CH3:2]. The yield is 0.880. (3) The reactants are [CH:1]1([C@H:4]([NH:8][C@H:9]([C:11]2[CH:16]=[CH:15][CH:14]=[CH:13][CH:12]=2)[CH3:10])[C:5](O)=[O:6])[CH2:3][CH2:2]1.CSC.B. The catalyst is C1COCC1. The product is [CH:1]1([C@H:4]([NH:8][C@H:9]([C:11]2[CH:12]=[CH:13][CH:14]=[CH:15][CH:16]=2)[CH3:10])[CH2:5][OH:6])[CH2:3][CH2:2]1. The yield is 0.440. (4) The reactants are [N+:1]([O-:4])(O)=[O:2].[Cl:5][C:6]1[CH:14]=[C:13]([CH3:15])[CH:12]=[CH:11][C:7]=1[C:8]([OH:10])=[O:9]. The yield is 0.510. The catalyst is S(=O)(=O)(O)O. The product is [Cl:5][C:6]1[CH:14]=[C:13]([CH3:15])[C:12]([N+:1]([O-:4])=[O:2])=[CH:11][C:7]=1[C:8]([OH:10])=[O:9]. (5) The reactants are [CH2:1]([C@@H:3]1[N:8]([C:9]2[CH:10]=[N:11][C:12]([N+:15]([O-])=O)=[CH:13][CH:14]=2)[CH2:7][CH2:6][N:5]([C:18]([O:20][C:21]([CH3:24])([CH3:23])[CH3:22])=[O:19])[CH2:4]1)[CH3:2]. The catalyst is [Pd].CO. The product is [NH2:15][C:12]1[N:11]=[CH:10][C:9]([N:8]2[CH2:7][CH2:6][N:5]([C:18]([O:20][C:21]([CH3:23])([CH3:22])[CH3:24])=[O:19])[CH2:4][C@@H:3]2[CH2:1][CH3:2])=[CH:14][CH:13]=1. The yield is 0.890. (6) The reactants are [S:1](=[O:5])(=[O:4])([OH:3])[OH:2].C1COCC1.[F:11][C:12]1[CH:13]=[C:14]([NH:23][C:24]([C@@H:26]2[N:35]([C:36]([C@@H:38]3[CH2:41][C@H:40]([C:42]([OH:44])=[O:43])[CH2:39]3)=[O:37])[CH2:34][CH2:33][C:32]3[N:31]=[C:30]([O:45][CH3:46])[CH:29]=[CH:28][C:27]2=3)=[O:25])[CH:15]=[C:16]2[C:20]=1[C:19]([CH3:22])([CH3:21])[CH2:18][CH2:17]2. The catalyst is C1COCC1. The product is [S:1]([OH:5])([OH:4])(=[O:3])=[O:2].[F:11][C:12]1[CH:13]=[C:14]([NH:23][C:24]([C@@H:26]2[N:35]([C:36]([C@@H:38]3[CH2:41][C@H:40]([C:42]([OH:44])=[O:43])[CH2:39]3)=[O:37])[CH2:34][CH2:33][C:32]3[N:31]=[C:30]([O:45][CH3:46])[CH:29]=[CH:28][C:27]2=3)=[O:25])[CH:15]=[C:16]2[C:20]=1[C:19]([CH3:21])([CH3:22])[CH2:18][CH2:17]2. The yield is 0.920.